From a dataset of Forward reaction prediction with 1.9M reactions from USPTO patents (1976-2016). Predict the product of the given reaction. (1) Given the reactants Cl[C:2]1[O:3][C:4]([CH3:13])=[C:5]([C:7]2[CH:12]=[CH:11][CH:10]=[CH:9][CH:8]=2)[N:6]=1.[CH2:14]([NH2:17])[CH2:15][CH3:16], predict the reaction product. The product is: [CH3:13][C:4]1[O:3][C:2]([NH:17][CH2:14][CH2:15][CH3:16])=[N:6][C:5]=1[C:7]1[CH:12]=[CH:11][CH:10]=[CH:9][CH:8]=1. (2) Given the reactants [C:1]([C:4]1[C:5]([F:30])=[C:6]([CH:26]=[CH:27][C:28]=1[F:29])[O:7][CH:8]([C:14]1[S:15][CH:16]=[C:17]([C:19]2[CH:24]=[CH:23][C:22]([Cl:25])=[CH:21][CH:20]=2)[N:18]=1)[C:9](OCC)=[O:10])(=[O:3])[NH2:2].[BH4-].[Na+], predict the reaction product. The product is: [Cl:25][C:22]1[CH:23]=[CH:24][C:19]([C:17]2[N:18]=[C:14]([CH:8]([O:7][C:6]3[C:5]([F:30])=[C:4]([C:28]([F:29])=[CH:27][CH:26]=3)[C:1]([NH2:2])=[O:3])[CH2:9][OH:10])[S:15][CH:16]=2)=[CH:20][CH:21]=1.